Predict which catalyst facilitates the given reaction. From a dataset of Catalyst prediction with 721,799 reactions and 888 catalyst types from USPTO. Reactant: [Cl:1][C:2]1[C:9]([Cl:10])=[CH:8][CH:7]=[C:6]([N+:11]([O-:13])=[O:12])[C:3]=1[CH:4]=[O:5].[BH4-].[Na+].C(O)C.[Cl-].[NH4+]. Product: [Cl:1][C:2]1[C:9]([Cl:10])=[CH:8][CH:7]=[C:6]([N+:11]([O-:13])=[O:12])[C:3]=1[CH2:4][OH:5]. The catalyst class is: 7.